From a dataset of Forward reaction prediction with 1.9M reactions from USPTO patents (1976-2016). Predict the product of the given reaction. (1) Given the reactants [Br:1]Br.[C:3]([C:7]1[CH:12]=[CH:11][C:10]([N+:13]([O-:15])=[O:14])=[CH:9][CH:8]=1)([CH3:6])([CH3:5])[CH3:4].OS(O)(=O)=O.O, predict the reaction product. The product is: [C:3]([C:7]1[CH:12]=[CH:11][C:10]([N+:13]([O-:15])=[O:14])=[CH:9][C:8]=1[Br:1])([CH3:6])([CH3:4])[CH3:5]. (2) The product is: [C:1]([C:4]1[CH:9]=[CH:8][C:7]([S:10]([NH:14][C:15]2[C:24]([F:25])=[CH:23][C:18]([C:19]([OH:21])=[O:20])=[C:17]([F:26])[CH:16]=2)(=[O:12])=[O:11])=[CH:6][CH:5]=1)(=[O:3])[CH3:2]. Given the reactants [C:1]([C:4]1[CH:9]=[CH:8][C:7]([S:10](Cl)(=[O:12])=[O:11])=[CH:6][CH:5]=1)(=[O:3])[CH3:2].[NH2:14][C:15]1[C:24]([F:25])=[CH:23][C:18]([C:19]([O:21]C)=[O:20])=[C:17]([F:26])[CH:16]=1.[OH-].[Li+].Cl, predict the reaction product. (3) The product is: [CH3:29][S:30]([CH2:33][CH2:34][NH:35][C:23](=[O:25])[C:22]1[CH:26]=[CH:27][C:19](/[CH:18]=[N:17]/[NH:16][C:15]2[N:14]=[CH:13][N:12]=[C:11]3[N:7]([C:2]4[CH:3]=[CH:4][CH:5]=[CH:6][N:1]=4)[N:8]=[CH:9][C:10]=23)=[CH:20][CH:21]=1)(=[O:32])=[O:31]. Given the reactants [N:1]1[CH:6]=[CH:5][CH:4]=[CH:3][C:2]=1[N:7]1[C:11]2=[N:12][CH:13]=[N:14][C:15]([NH:16]/[N:17]=[CH:18]/[C:19]3[CH:27]=[CH:26][C:22]([C:23]([OH:25])=O)=[CH:21][CH:20]=3)=[C:10]2[CH:9]=[N:8]1.Cl.[CH3:29][S:30]([CH2:33][CH2:34][NH2:35])(=[O:32])=[O:31].C(OP(C#N)(=O)OCC)C.C(N(CC)CC)C, predict the reaction product. (4) Given the reactants [Br:1][C:2]1[CH:13]=[CH:12][C:5](/[CH:6]=[N:7]/[NH:8][C:9]([NH2:11])=[O:10])=[C:4]([F:14])[CH:3]=1.BrBr.CCOCC, predict the reaction product. The product is: [Br:1][C:2]1[CH:13]=[CH:12][C:5]([C:6]2[NH:11][C:9](=[O:10])[NH:8][N:7]=2)=[C:4]([F:14])[CH:3]=1.